Dataset: Reaction yield outcomes from USPTO patents with 853,638 reactions. Task: Predict the reaction yield, written as a fraction of the theoretical maximum amount of product (1.0 means a 100% yield; for example, 0.34 means a 34% yield). (1) The reactants are Cl.[NH2:2][CH2:3][C:4]1[CH:5]=[C:6]([C:10]2[CH:15]=[CH:14][CH:13]=[C:12]([CH2:16][CH:17]3[CH2:22][CH2:21][N:20]([C:23](OC(C)(C)C)=O)[CH2:19][CH2:18]3)[CH:11]=2)[CH:7]=[CH:8][CH:9]=1.[H-].[H-].[H-].[H-].[Li+].[Al+3]. The catalyst is CCOCC. The product is [CH3:23][N:20]1[CH2:21][CH2:22][CH:17]([CH2:16][C:12]2[CH:11]=[C:10]([C:6]3[CH:7]=[CH:8][CH:9]=[C:4]([CH2:3][NH2:2])[CH:5]=3)[CH:15]=[CH:14][CH:13]=2)[CH2:18][CH2:19]1. The yield is 0.680. (2) The reactants are CS(O[CH2:6][CH2:7][O:8][C@H:9]1[CH2:14][CH2:13][C@H:12]([N:15]2[C:20](=[O:21])[C:19]([CH2:22][C:23]3[CH:28]=[CH:27][C:26]([C:29]4[CH:34]=[CH:33][CH:32]=[CH:31][C:30]=4[C:35]#[N:36])=[CH:25][CH:24]=3)=[C:18]([CH2:37][CH2:38][CH3:39])[N:17]3[N:40]=[CH:41][N:42]=[C:16]23)[CH2:11][CH2:10]1)(=O)=O.[NH:43]1[CH2:48][CH2:47][O:46][CH2:45][CH2:44]1.[I-].[Na+]. The catalyst is O1CCCC1. The product is [N:43]1([CH2:6][CH2:7][O:8][C@H:9]2[CH2:14][CH2:13][C@H:12]([N:15]3[C:20](=[O:21])[C:19]([CH2:22][C:23]4[CH:28]=[CH:27][C:26]([C:29]5[C:30]([C:35]#[N:36])=[CH:31][CH:32]=[CH:33][CH:34]=5)=[CH:25][CH:24]=4)=[C:18]([CH2:37][CH2:38][CH3:39])[N:17]4[N:40]=[CH:41][N:42]=[C:16]34)[CH2:11][CH2:10]2)[CH2:48][CH2:47][O:46][CH2:45][CH2:44]1. The yield is 1.00.